From a dataset of Peptide-MHC class I binding affinity with 185,985 pairs from IEDB/IMGT. Regression. Given a peptide amino acid sequence and an MHC pseudo amino acid sequence, predict their binding affinity value. This is MHC class I binding data. (1) The peptide sequence is ETFPNVHEHI. The MHC is HLA-A02:01 with pseudo-sequence HLA-A02:01. The binding affinity (normalized) is 0.0681. (2) The peptide sequence is FPLCLSTTSQ. The binding affinity (normalized) is 0.668. The MHC is HLA-B53:01 with pseudo-sequence HLA-B53:01. (3) The peptide sequence is FASPLHVAWR. The MHC is HLA-A03:01 with pseudo-sequence HLA-A03:01. The binding affinity (normalized) is 0. (4) The peptide sequence is GYEGQKPL. The MHC is H-2-Kd with pseudo-sequence H-2-Kd. The binding affinity (normalized) is 0.573. (5) The MHC is HLA-A11:01 with pseudo-sequence HLA-A11:01. The binding affinity (normalized) is 0.471. The peptide sequence is SQNPLAELK. (6) The peptide sequence is NFPGLAKVL. The MHC is Mamu-A01 with pseudo-sequence Mamu-A01. The binding affinity (normalized) is 0. (7) The peptide sequence is HDSNVKNLY. The MHC is HLA-A23:01 with pseudo-sequence HLA-A23:01. The binding affinity (normalized) is 0.